From a dataset of Full USPTO retrosynthesis dataset with 1.9M reactions from patents (1976-2016). Predict the reactants needed to synthesize the given product. (1) Given the product [F:1][C:2]1[CH:12]=[CH:11][CH:10]=[C:9]([F:13])[C:3]=1[C:4]([NH:6][C:7](=[O:8])[N:15]([CH3:14])[C:16]1[CH:17]=[CH:18][C:19]([S:22][C:23]([F:28])([F:27])[CH:24]([F:26])[F:25])=[CH:20][CH:21]=1)=[O:5], predict the reactants needed to synthesize it. The reactants are: [F:1][C:2]1[CH:12]=[CH:11][CH:10]=[C:9]([F:13])[C:3]=1[C:4]([N:6]=[C:7]=[O:8])=[O:5].[CH3:14][NH:15][C:16]1[CH:21]=[CH:20][C:19]([S:22][C:23]([F:28])([F:27])[CH:24]([F:26])[F:25])=[CH:18][CH:17]=1.CCCCCC. (2) Given the product [F:1][C:2]1[CH:3]=[C:4]([CH:14]([NH:16][C:17]([C:19]2[O:20][C:21]([O:34][C:30]3[CH:31]=[CH:32][CH:33]=[C:28]([CH:25]([CH3:27])[CH3:26])[CH:29]=3)=[CH:22][CH:23]=2)=[O:18])[CH3:15])[CH:5]=[C:6]([F:13])[C:7]=1[NH:8][S:9]([CH3:12])(=[O:11])=[O:10], predict the reactants needed to synthesize it. The reactants are: [F:1][C:2]1[CH:3]=[C:4]([CH:14]([NH:16][C:17]([C:19]2[O:20][C:21](Br)=[CH:22][CH:23]=2)=[O:18])[CH3:15])[CH:5]=[C:6]([F:13])[C:7]=1[NH:8][S:9]([CH3:12])(=[O:11])=[O:10].[CH:25]([C:28]1[CH:29]=[C:30]([OH:34])[CH:31]=[CH:32][CH:33]=1)([CH3:27])[CH3:26]. (3) Given the product [C:19]([C:11]1[S:10][C:9]([NH:8][C:6](=[O:7])[O:5][C:1]([CH3:2])([CH3:3])[CH3:4])=[N:13][C:12]=1[C:14]1[O:15][CH:16]=[CH:17][CH:18]=1)(=[O:20])[C:25]1[CH:30]=[CH:29][CH:28]=[CH:27][CH:26]=1, predict the reactants needed to synthesize it. The reactants are: [C:1]([O:5][C:6]([NH:8][C:9]1[S:10][C:11]([C:19](N(OC)C)=[O:20])=[C:12]([C:14]2[O:15][CH:16]=[CH:17][CH:18]=2)[N:13]=1)=[O:7])([CH3:4])([CH3:3])[CH3:2].[C:25]1([Mg]Cl)[CH:30]=[CH:29][CH:28]=[CH:27][CH:26]=1.[Cl-].[NH4+]. (4) Given the product [NH2:21][C:17]1[C:16]([CH3:32])=[C:15]([C:14]2[C:6]3[C:5]4[C:9](=[CH:10][C:2]([Br:1])=[CH:3][CH:4]=4)[NH:8][C:7]=3[C:11]([C:34]([NH2:35])=[O:36])=[N:12][C:13]=2[CH3:33])[CH:20]=[CH:19][CH:18]=1, predict the reactants needed to synthesize it. The reactants are: [Br:1][C:2]1[CH:10]=[C:9]2[C:5]([C:6]3[C:14]([C:15]4[C:16]([CH3:32])=[C:17]([NH:21]C(=O)OCC5C=CC=CC=5)[CH:18]=[CH:19][CH:20]=4)=[C:13]([CH3:33])[N:12]=[C:11]([C:34](=[O:36])[NH2:35])[C:7]=3[NH:8]2)=[CH:4][CH:3]=1.I[Si](C)(C)C. (5) Given the product [CH2:30]([N:34]1[CH2:33][CH2:32][CH2:31][C@@H:35]1[CH2:28][CH2:27][C:4]1[CH:3]=[C:2]([F:1])[CH:7]=[CH:6][C:5]=1[S:8]([NH:11][C:12]1[C:21]([C:22]([O:24][CH3:25])=[O:23])=[C:20]2[C:15]([C@H:16]3[CH2:26][C@H:17]3[CH2:18][O:19]2)=[CH:14][CH:13]=1)(=[O:10])=[O:9])[CH3:29], predict the reactants needed to synthesize it. The reactants are: [F:1][C:2]1[CH:7]=[CH:6][C:5]([S:8]([NH:11][C:12]2[C:21]([C:22]([O:24][CH3:25])=[O:23])=[C:20]3[C:15]([C@H:16]4[CH2:26][C@H:17]4[CH2:18][O:19]3)=[CH:14][CH:13]=2)(=[O:10])=[O:9])=[C:4]([CH2:27][CH:28]2[CH2:35][N:34]3[CH:30]([CH2:31][CH2:32][CH2:33]3)[CH2:29]2)[CH:3]=1.C(N1CCC[C@@H]1CCC1C=C(F)C=CC=1S(Cl)(=O)=O)C.NC1C(C(OC)=O)=C2C([C@H]3C[C@H]3CO2)=CC=1. (6) Given the product [Cl:15][C:3]1[C:2]([C:20]2[CH:21]=[CH:22][C:17]([F:16])=[CH:18][CH:19]=2)=[CH:10][C:9]([O:11][CH3:12])=[C:8]2[C:4]=1[C:5](=[O:14])[C:6](=[O:13])[NH:7]2, predict the reactants needed to synthesize it. The reactants are: Br[C:2]1[C:3]([Cl:15])=[C:4]2[C:8](=[C:9]([O:11][CH3:12])[CH:10]=1)[NH:7][C:6](=[O:13])[C:5]2=[O:14].[F:16][C:17]1[CH:22]=[CH:21][C:20](B(O)O)=[CH:19][CH:18]=1.C(=O)([O-])[O-].[K+].[K+].O1CCOCC1.